This data is from Catalyst prediction with 721,799 reactions and 888 catalyst types from USPTO. The task is: Predict which catalyst facilitates the given reaction. Reactant: [CH2:1]([O:3][C:4](=[O:21])[CH2:5][N:6]1[CH:10]=[C:9]([S:11]CC2C=CC(OC)=CC=2)[CH:8]=[N:7]1)[CH3:2]. Product: [CH2:1]([O:3][C:4](=[O:21])[CH2:5][N:6]1[CH:10]=[C:9]([S:11][S:11][C:9]2[CH:8]=[N:7][N:6]([CH2:5][C:4]([O:3][CH2:1][CH3:2])=[O:21])[CH:10]=2)[CH:8]=[N:7]1)[CH3:2]. The catalyst class is: 55.